This data is from CYP3A4 inhibition data for predicting drug metabolism from PubChem BioAssay. The task is: Regression/Classification. Given a drug SMILES string, predict its absorption, distribution, metabolism, or excretion properties. Task type varies by dataset: regression for continuous measurements (e.g., permeability, clearance, half-life) or binary classification for categorical outcomes (e.g., BBB penetration, CYP inhibition). Dataset: cyp3a4_veith. The result is 1 (inhibitor). The drug is COC(=O)[C@@]1(Cc2ccc(F)cc2)[C@H]2c3cc(C(=O)N(C)C)n(Cc4cc(C)n(C)n4)c3C[C@H]2CN1C(=O)c1ccccc1.